This data is from Forward reaction prediction with 1.9M reactions from USPTO patents (1976-2016). The task is: Predict the product of the given reaction. Given the reactants [Cl:1][C:2]1[CH:8]=[C:7]([O:9][C:10]2[C:11]3[N:18]([CH3:19])[C:17]([CH2:20][O:21][CH3:22])=[CH:16][C:12]=3[N:13]=[CH:14][N:15]=2)[CH:6]=[CH:5][C:3]=1[NH2:4].C(N(CC)CC)C.[F:30][C:31]([F:42])([F:41])[C:32]1[CH:33]=[C:34]([N:38]=[C:39]=[O:40])[CH:35]=[CH:36][CH:37]=1.O, predict the reaction product. The product is: [Cl:1][C:2]1[CH:8]=[C:7]([O:9][C:10]2[C:11]3[N:18]([CH3:19])[C:17]([CH2:20][O:21][CH3:22])=[CH:16][C:12]=3[N:13]=[CH:14][N:15]=2)[CH:6]=[CH:5][C:3]=1[NH:4][C:39]([NH:38][C:34]1[CH:35]=[CH:36][CH:37]=[C:32]([C:31]([F:30])([F:41])[F:42])[CH:33]=1)=[O:40].